This data is from Forward reaction prediction with 1.9M reactions from USPTO patents (1976-2016). The task is: Predict the product of the given reaction. (1) Given the reactants [Cl:1][C:2]1[CH:7]=[C:6]2[NH:8][C:9](=[O:32])[C:10]3([CH:14]([CH2:15][C:16]([C:19]#[N:20])([CH3:18])[CH3:17])[NH:13][CH:12]([C:21](O)=[O:22])[CH:11]3[C:24]3[CH:29]=[CH:28][CH:27]=[C:26]([Cl:30])[C:25]=3[F:31])[C:5]2=[CH:4][CH:3]=1.CN(C(ON1N=NC2C=CC=NC1=2)=[N+](C)C)C.F[P-](F)(F)(F)(F)F.CCN(C(C)C)C(C)C.[NH2:66][C:67]1[CH:76]=[CH:75][C:70]([O:71][CH2:72][CH2:73][OH:74])=[CH:69][CH:68]=1, predict the reaction product. The product is: [Cl:1][C:2]1[CH:7]=[C:6]2[NH:8][C:9](=[O:32])[C:10]3([CH:14]([CH2:15][C:16]([C:19]#[N:20])([CH3:18])[CH3:17])[NH:13][CH:12]([C:21]([NH:66][C:67]4[CH:68]=[CH:69][C:70]([O:71][CH2:72][CH2:73][OH:74])=[CH:75][CH:76]=4)=[O:22])[CH:11]3[C:24]3[CH:29]=[CH:28][CH:27]=[C:26]([Cl:30])[C:25]=3[F:31])[C:5]2=[CH:4][CH:3]=1. (2) Given the reactants ON1C2C=CC=CC=2N=N1.C(N(CC)C(C)C)(C)C.C(N=C=NCCCN(C)C)C.[CH2:31]([O:38][C:39]([NH:41][C@@H:42]([CH:46]1[CH2:51][CH2:50][C:49]([F:53])([F:52])[CH2:48][CH2:47]1)[C:43]([OH:45])=O)=[O:40])[C:32]1[CH:37]=[CH:36][CH:35]=[CH:34][CH:33]=1.Cl.Cl.[O:56]1[C:65]2[C:60](=[CH:61][CH:62]=[CH:63][CH:64]=2)[C@H:59]([NH:66][C:67]([C@@H:69]2[CH2:74][N:73]3[CH2:75][C@H:76]([OH:78])[CH2:77][C@@H:72]3[CH2:71][NH:70]2)=[O:68])[CH2:58][CH2:57]1, predict the reaction product. The product is: [CH2:31]([O:38][C:39](=[O:40])[NH:41][C@@H:42]([CH:46]1[CH2:51][CH2:50][C:49]([F:53])([F:52])[CH2:48][CH2:47]1)[C:43]([N:70]1[C@H:69]([C:67](=[O:68])[NH:66][C@H:59]2[C:60]3[C:65](=[CH:64][CH:63]=[CH:62][CH:61]=3)[O:56][CH2:57][CH2:58]2)[CH2:74][N:73]2[CH2:75][C@H:76]([OH:78])[CH2:77][C@@H:72]2[CH2:71]1)=[O:45])[C:32]1[CH:33]=[CH:34][CH:35]=[CH:36][CH:37]=1. (3) Given the reactants [F:1][C:2]1[C:11]2[O:10][CH2:9][CH:8]([NH:12][CH2:13][CH2:14][CH2:15][C:16]3[C:24]4[C:19](=[CH:20][CH:21]=[C:22]([F:25])[CH:23]=4)[NH:18][CH:17]=3)[CH2:7][C:6]=2[C:5]([C:26]([NH2:28])=[O:27])=[CH:4][CH:3]=1.[CH:29](=O)[CH2:30][CH2:31][CH3:32].C(O)(=O)C.C([BH3-])#N.[Na+], predict the reaction product. The product is: [CH2:29]([N:12]([CH2:13][CH2:14][CH2:15][C:16]1[C:24]2[C:19](=[CH:20][CH:21]=[C:22]([F:25])[CH:23]=2)[NH:18][CH:17]=1)[CH:8]1[CH2:7][C:6]2[C:5]([C:26]([NH2:28])=[O:27])=[CH:4][CH:3]=[C:2]([F:1])[C:11]=2[O:10][CH2:9]1)[CH2:30][CH2:31][CH3:32]. (4) Given the reactants [NH2:1][CH2:2][CH2:3][O:4][C:5]1[CH:22]=[C:21]([C:23]#[N:24])[CH:20]=[CH:19][C:6]=1[CH2:7][NH:8][C:9](=[O:18])[C:10]1[CH:15]=[CH:14][C:13]([F:16])=[C:12]([CH3:17])[CH:11]=1.[CH3:25][S:26](Cl)(=[O:28])=[O:27].N1C=CC=CC=1, predict the reaction product. The product is: [C:23]([C:21]1[CH:20]=[CH:19][C:6]([CH2:7][NH:8][C:9](=[O:18])[C:10]2[CH:15]=[CH:14][C:13]([F:16])=[C:12]([CH3:17])[CH:11]=2)=[C:5]([O:4][CH2:3][CH2:2][NH:1][S:26]([CH3:25])(=[O:28])=[O:27])[CH:22]=1)#[N:24]. (5) The product is: [F:1][C:2]1[CH:3]=[CH:4][C:5]([CH:8]2[C:9]3[O:14][C:18](=[O:19])[NH:17][C:15](=[O:16])[C:10]=3[CH2:11][CH2:12][CH2:13]2)=[CH:6][CH:7]=1.[F:1][C:2]1[CH:3]=[CH:4][C:5]([C:8]23[CH2:13][CH2:12][CH2:11][CH:10]=[C:9]2[O:14][C:18](=[O:19])[NH:17][C:15]3=[O:16])=[CH:6][CH:7]=1. Given the reactants [F:1][C:2]1[CH:7]=[CH:6][C:5]([CH:8]2[CH2:13][CH2:12][CH2:11][CH2:10][C:9]2=[O:14])=[CH:4][CH:3]=1.[C:15](Cl)([N:17]=[C:18]=[O:19])=[O:16], predict the reaction product. (6) Given the reactants F[C:2]1[CH:7]=[C:6]([NH:8][C:9]2[CH:14]=[CH:13][C:12]([O:15][CH3:16])=[CH:11][CH:10]=2)[CH:5]=[CH:4][N:3]=1.[CH2:17]([CH2:19][NH2:20])[OH:18].[OH-].[Na+], predict the reaction product. The product is: [CH3:16][O:15][C:12]1[CH:13]=[CH:14][C:9]([NH:8][C:6]2[CH:5]=[CH:4][N:3]=[C:2]([NH:20][CH2:19][CH2:17][OH:18])[CH:7]=2)=[CH:10][CH:11]=1.